Binary Classification. Given a miRNA mature sequence and a target amino acid sequence, predict their likelihood of interaction. From a dataset of Experimentally validated miRNA-target interactions with 360,000+ pairs, plus equal number of negative samples. (1) The miRNA is mmu-miR-340-5p with sequence UUAUAAAGCAAUGAGACUGAUU. The protein sequence of the target gene is MANIIPKIAIIGEGVIGCTSALQISKAIPNAKITVLHDKPFKKSCSAGPAGLFRIDYEENTEYGRASFAWFSHLYRTTKGSETGVKLVSGHIQSDNLESLKQQQRAYGDIVYNFRFLDDRERLDIFPEPSKHCIHYTAYASEGNKYVPYLKNLLLEQKIEFKQQEVTSLDAVADAGYDVIVNCAGLYGGKLAGDDDTCYPIRGVILEVDAPWHKHFNYRDFTTFTIPKEHSVVVGSTKQDNRWDLEITDEDRNDILKRYIALHPGMREPKIIKEWSALRPGRKHVRIEAQKRTSVGNSKD.... Result: 0 (no interaction). (2) The miRNA is mmu-miR-3068-5p with sequence UUGGAGUUCAUGCAAGUUCUAACC. The protein sequence of the target gene is MSDHHPLKEMSDSNSSPLLPEPLSSRYKLYESELSSPTWPSSSQDTHPALPLLEMPEEKDLRSSDEDSHIVKIEKPNERNKRRESEVSRRASAGRGGFSLFQAVSYLTGDMKECKNWLKDKPLVLQFLDWVLRGAAQVMFVNNPISGLIIFIGLLIQNPWWTIAGTLGTVASTLAALALSQDRSAIASGLHGYNGMLVGLLMAVFSEKLDYYWWLLFPVTFTSMACPIISSALSTIFAKWDLPVFTLPFNIALTLYLAATGHYNLFFPTTLIKPASAAPNITWTEIEMPLLLQTIPVGVG.... Result: 0 (no interaction). (3) The protein sequence of the target gene is MGWTMRLVTAALLLGLMMVVTGDEDENSPCAHEALLDEDTLFCQGLEVFYPELGNIGCKVVPDCNNYRQKITSWMEPIVKFPGAVDGATYILVMVDPDAPSRAEPRQRFWRHWLVTDIKGADLKKGKIQGQELSAYQAPSPPAHSGFHRYQFFVYLQEGKVISLLPKENKTRGSWKMDRFLNRFHLGEPEASTQFMTQNYQDSPTLQAPRERASEPKHKNQAEIAAC. Result: 0 (no interaction). The miRNA is hsa-miR-633 with sequence CUAAUAGUAUCUACCACAAUAAA. (4) The miRNA is hsa-miR-629-5p with sequence UGGGUUUACGUUGGGAGAACU. The protein sequence of the target gene is MAASDTERDGLAPEKTSPDRDKKKEQSEVSVSPRASKHHYSRSRSRSRERKRKSDNEGRKHRSRSRSKEGRRHESKDKSSKKHKSEEHNDKEHSSDKGRERLNSSENGEDRHKRKERKSSRGRSHSRSRSRERRHRSRSRERKKSRSRSRERKKSRSRSRERKKSRSRSRERKRRIRSRSRSRSRHRHRTRSRSRTRSRSRDRKKRIEKPRRFSRSLSRTPSPPPFRGRNTAMDAQEALARRLERAKKLQEQREKEMVEKQKQQEIAAAAATGGSVLNVAALLASGTQVTPQIAMAAQMA.... Result: 1 (interaction). (5) The miRNA is hsa-miR-650 with sequence AGGAGGCAGCGCUCUCAGGAC. The protein sequence of the target gene is MMGDYRLPDHPQPMEILNLYLGDSLEPHPGECPRETCSHEDPPEPFEEQTWATDPPEPTRQNVPPWGSGVELTHLGSWVHQDGLEPCQEQTRATDPPESTRQDAPPWGSGVELTHLGSPSAQREHRQNTASPGSPVNSHLPGSPKQNRSTSTQVVFWAGILQAQMCVLDLEEELEKTEGLKAGLKCCLPTPPVDLPGDTGLHSSPPENEDSGEDSSEPEGEGQAWLREGTPDSSPQWGAEEESMFFSNPLFLASPCSENSASGECFSWGASDSHAGVRTGPESPATLEPPLPEDTVLWEL.... Result: 1 (interaction). (6) The miRNA is mmu-miR-154-5p with sequence UAGGUUAUCCGUGUUGCCUUCG. The protein sequence of the target gene is MAGAEGFQYRAVYPFRRERPEDLELLPGDLLVVSRVALQALGVADGGERCPHNVGWMPGFNERTRQRGDFPGTYVEFLGPVALARPGPRPRGPRPLPARPLDGSSESGHILPDLAEQFSPPDPAPPILVKLVEAIEQAELDSECYSKPELPATRTDWSLSDLEQWDRTALYDAVKGFLLALPAAVVTPEAAAEAYRALREVAGPVGLVLEPPTLPLHQALTLRFLLQHLGRVARRAPSPDTAVHALASAFGPLLLRIPPSGGEGDGSEPVPDFPVLLLERLVQEHVEEQDAAPPALPPKP.... Result: 0 (no interaction). (7) The protein sequence of the target gene is MSKPPPKPVKPGQVKVFRALYTFEPRTPDELYFEEGDIIYITDMSDTNWWKGTSKGRTGLIPSNYVAEQAESIDNPLHEAAKRGNLSWLRECLDNRVGVNGLDKAGSTALYWACHGGHKDIVEMLFTQPNIELNQQNKLGDTALHAAAWKGYADIVQLLLAKGARTDLRNIEKKLAFDMATNAACASLLKKKQGTDAVRTLSNAEDYLDDEDSD. The miRNA is hsa-miR-4770 with sequence UGAGAUGACACUGUAGCU. Result: 1 (interaction). (8) The miRNA is hsa-miR-1185-2-3p with sequence AUAUACAGGGGGAGACUCUCAU. Result: 1 (interaction). The protein sequence of the target gene is MAAAVAVAAASRRQSCYLCDLPRMPWAMIWDFTEPVCRGCVNYEGADRVEFVIETARQLKRAHGCFPEGRSPPGAAASAAAKPPPLSAKDILLQQQQQLGHGGPEAAPRAPQALERYPLAAAAERPPRLGSDFGSSRPAASLAQPPTPQPPPVNGILVPNGFSKLEEPPELNRQSPNPRRGHAVPPTLVPLMNGSATPLPTALGLGGRAAASLAAVSGTAAASLGSAQPTDLGAHKRPASVSSSAAVEHEQREAAAKEKQPPPPAHRGPADSLSTAAGAAELSAEGAGKSRGSGEQDWVN....